From a dataset of Forward reaction prediction with 1.9M reactions from USPTO patents (1976-2016). Predict the product of the given reaction. The product is: [F:29][C:6]([F:5])([F:28])[C:7]([N:9]1[CH2:18][CH2:17][C:16]2[C:11](=[CH:12][CH:13]=[C:14]([OH:19])[CH:15]=2)[CH:10]1[C:21]1[CH:26]=[CH:25][C:24]([I:27])=[CH:23][CH:22]=1)=[O:8]. Given the reactants B(Br)(Br)Br.[F:5][C:6]([F:29])([F:28])[C:7]([N:9]1[CH2:18][CH2:17][C:16]2[C:11](=[CH:12][CH:13]=[C:14]([O:19]C)[CH:15]=2)[CH:10]1[C:21]1[CH:26]=[CH:25][C:24]([I:27])=[CH:23][CH:22]=1)=[O:8].CO, predict the reaction product.